This data is from Catalyst prediction with 721,799 reactions and 888 catalyst types from USPTO. The task is: Predict which catalyst facilitates the given reaction. (1) The catalyst class is: 3. Product: [CH3:22][O:20][C:19]([C:3]1[N:4]([CH3:18])[C:5]([C:7]2[CH:12]=[CH:11][CH:10]=[C:9]([O:13][C:14]([F:17])([F:16])[F:15])[CH:8]=2)=[N:6][C:2]=1[Br:1])=[O:21]. Reactant: [Br:1][C:2]1[N:6]=[C:5]([C:7]2[CH:12]=[CH:11][CH:10]=[C:9]([O:13][C:14]([F:17])([F:16])[F:15])[CH:8]=2)[N:4]([CH3:18])[C:3]=1[C:19]([OH:21])=[O:20].[C:22](=O)([O-])[O-].[K+].[K+].IC. (2) Reactant: Cl.[CH:2]1([NH+:8]2[CH2:12][CH2:11][CH2:10][CH2:9]2)[CH2:7][CH2:6][CH2:5][CH2:4][CH2:3]1. Product: [CH:2]1([N:8]2[CH2:12][CH2:11][CH2:10][CH2:9]2)[CH2:7][CH2:6][CH2:5][CH2:4][CH2:3]1. The catalyst class is: 6. (3) Reactant: C1(P(C2CCCCC2)C2CCCCC2)CCCCC1.Cl[C:21]1[CH:22]=[C:23]([P:27](=[O:32])([O:30][CH3:31])[O:28][CH3:29])[CH:24]=[CH:25][CH:26]=1.[B:33]1([B:33]2[O:37][C:36]([CH3:39])([CH3:38])[C:35]([CH3:41])([CH3:40])[O:34]2)[O:37][C:36]([CH3:39])([CH3:38])[C:35]([CH3:41])([CH3:40])[O:34]1.C([O-])(=O)C.[K+].ClP(=O)([O-])[O-]. Product: [CH3:40][C:35]1([CH3:41])[C:36]([CH3:39])([CH3:38])[O:37][B:33]([C:21]2[CH:22]=[C:23]([P:27](=[O:32])([O:30][CH3:31])[O:28][CH3:29])[CH:24]=[CH:25][CH:26]=2)[O:34]1. The catalyst class is: 505. (4) Reactant: [NH2:1][CH2:2][CH2:3][CH2:4][N:5]1[CH2:10][CH2:9][N:8]([CH3:11])[CH2:7][CH2:6]1.CCN(CC)CC.C(OC([N:26]1[CH2:31][CH2:30][CH:29]([C:32]2[C:41]3[C:36](=[CH:37][C:38](F)=[CH:39][CH:40]=3)[N:35]=[CH:34][N:33]=2)[CH2:28][CH2:27]1)=O)(C)(C)C. Product: [CH3:11][N:8]1[CH2:7][CH2:6][N:5]([CH2:4][CH2:3][CH2:2][NH:1][C:38]2[CH:37]=[C:36]3[C:41]([C:32]([CH:29]4[CH2:30][CH2:31][NH:26][CH2:27][CH2:28]4)=[N:33][CH:34]=[N:35]3)=[CH:40][CH:39]=2)[CH2:10][CH2:9]1. The catalyst class is: 18. (5) Reactant: C[O:2][C:3](=[O:27])[C:4]1[CH:9]=[CH:8][C:7]([C:10]2[C:15]([C:16]#[C:17][C:18]3[CH:19]=[N:20][C:21]([NH2:24])=[CH:22][CH:23]=3)=[C:14]([CH2:25][CH3:26])[N:13]=[CH:12][N:11]=2)=[CH:6][CH:5]=1.[Li+].[OH-]. Product: [NH2:24][C:21]1[N:20]=[CH:19][C:18]([C:17]#[C:16][C:15]2[C:10]([C:7]3[CH:6]=[CH:5][C:4]([C:3]([OH:27])=[O:2])=[CH:9][CH:8]=3)=[N:11][CH:12]=[N:13][C:14]=2[CH2:25][CH3:26])=[CH:23][CH:22]=1. The catalyst class is: 90. (6) Reactant: [Br:1][C:2]1[CH:7]=[CH:6][C:5]([N:8]2[CH:12]=[CH:11][C:10]([NH:13][C:14](=[O:21])[CH2:15][C:16]([O:18][CH2:19][CH3:20])=[O:17])=[C:9]2[C:22]([O:24]CC)=O)=[CH:4][CH:3]=1.[H-].[Na+].[H][H].O. Product: [Br:1][C:2]1[CH:3]=[CH:4][C:5]([N:8]2[C:9]3[C:22]([OH:24])=[C:15]([C:16]([O:18][CH2:19][CH3:20])=[O:17])[C:14](=[O:21])[NH:13][C:10]=3[CH:11]=[CH:12]2)=[CH:6][CH:7]=1. The catalyst class is: 3.